The task is: Predict which catalyst facilitates the given reaction.. This data is from Catalyst prediction with 721,799 reactions and 888 catalyst types from USPTO. (1) Reactant: [CH2:1]([NH:8][C@H:9]([CH:14]1[CH2:16][CH2:15]1)[C:10]([F:13])([F:12])[F:11])[C:2]1[CH:7]=[CH:6][CH:5]=[CH:4][CH:3]=1.N1C=CC=CC=1.[Br:23][CH2:24][C:25](Br)=[O:26]. Product: [CH2:1]([N:8]([C@H:9]([CH:14]1[CH2:16][CH2:15]1)[C:10]([F:13])([F:12])[F:11])[C:25](=[O:26])[CH2:24][Br:23])[C:2]1[CH:7]=[CH:6][CH:5]=[CH:4][CH:3]=1. The catalyst class is: 2. (2) Reactant: [Cl:1][C:2]1[N:7]=[CH:6][C:5]([C:8]2[N:9]=[CH:10][C:11]3[N:16]=[C:15]([NH:17][C:18](=[O:20])[CH3:19])[S:14][C:12]=3[N:13]=2)=[CH:4][C:3]=1[N:21](S(C)(=O)=O)[S:22]([CH3:25])(=[O:24])=[O:23]. Product: [Cl:1][C:2]1[N:7]=[CH:6][C:5]([C:8]2[N:9]=[CH:10][C:11]3[N:16]=[C:15]([NH:17][C:18](=[O:20])[CH3:19])[S:14][C:12]=3[N:13]=2)=[CH:4][C:3]=1[NH:21][S:22]([CH3:25])(=[O:24])=[O:23]. The catalyst class is: 547. (3) Reactant: [CH:1]([C:3]1[N:4]([C:8]2[CH:15]=[CH:14][C:11]([C:12]#[N:13])=[CH:10][C:9]=2[CH3:16])[CH:5]=[CH:6][CH:7]=1)=O.[C:17]([CH:22]=P(C1C=CC=CC=1)(C1C=CC=CC=1)C1C=CC=CC=1)([O:19][CH2:20][CH3:21])=[O:18]. Product: [C:12]([C:11]1[CH:14]=[CH:15][C:8]([N:4]2[CH:5]=[CH:6][CH:7]=[C:3]2[CH:1]=[CH:22][C:17]([O:19][CH2:20][CH3:21])=[O:18])=[C:9]([CH3:16])[CH:10]=1)#[N:13]. The catalyst class is: 11. (4) Reactant: [Cl:1][C:2]1[S:6][C:5]([C:7]([NH:9][C@@H:10]([CH2:20][C:21]2[CH:26]=[CH:25][CH:24]=[CH:23][C:22]=2[C:27]([F:30])([F:29])[F:28])[CH2:11][NH:12]C(=O)OC(C)(C)C)=[O:8])=[CH:4][C:3]=1[C:31]1[N:35]([CH3:36])[N:34]=[CH:33][CH:32]=1. Product: [NH2:12][CH2:11][C@@H:10]([NH:9][C:7]([C:5]1[S:6][C:2]([Cl:1])=[C:3]([C:31]2[N:35]([CH3:36])[N:34]=[CH:33][CH:32]=2)[CH:4]=1)=[O:8])[CH2:20][C:21]1[CH:26]=[CH:25][CH:24]=[CH:23][C:22]=1[C:27]([F:30])([F:29])[F:28]. The catalyst class is: 137. (5) Reactant: [F:1][C:2]1[C:9]([CH:10]=O)=[CH:8][CH:7]=[C:6]([I:12])[C:3]=1[C:4]#[N:5].[CH:13]([NH2:16])([CH3:15])[CH3:14].C([BH3-])#N.[Na+].[OH-].[Na+]. Product: [F:1][C:2]1[C:9]([CH2:10][NH:16][CH:13]([CH3:15])[CH3:14])=[CH:8][CH:7]=[C:6]([I:12])[C:3]=1[C:4]#[N:5]. The catalyst class is: 467. (6) Reactant: Cl[C:2]1[N:7]=[C:6]([NH:8][CH2:9][C:10]#[CH:11])[N:5]=[C:4]([NH:12][CH2:13][CH2:14][CH3:15])[CH:3]=1.Cl.[CH3:17][O:18][NH:19][CH3:20].O. Product: [CH3:17][O:18][N:19]([CH3:20])[C:2]1[CH:3]=[C:4]([NH:12][CH2:13][CH2:14][CH3:15])[N:5]=[C:6]([NH:8][CH2:9][C:10]#[CH:11])[N:7]=1. The catalyst class is: 17.